Dataset: Full USPTO retrosynthesis dataset with 1.9M reactions from patents (1976-2016). Task: Predict the reactants needed to synthesize the given product. (1) Given the product [C:28]([O:21][C:18]1[CH:17]=[CH:16][C:15](/[CH:14]=[C:11](\[C:12]#[N:13])/[C:5]2[CH:6]=[CH:7][C:8]([O:9][CH3:10])=[C:3]([O:2][CH3:1])[CH:4]=2)=[CH:20][CH:19]=1)(=[O:29])[CH2:27][CH2:26][C:25]([O:24][CH3:23])=[O:31], predict the reactants needed to synthesize it. The reactants are: [CH3:1][O:2][C:3]1[CH:4]=[C:5](/[C:11](=[CH:14]/[C:15]2[CH:20]=[CH:19][C:18]([OH:21])=[CH:17][CH:16]=2)/[C:12]#[N:13])[CH:6]=[CH:7][C:8]=1[O:9][CH3:10].[Cl-].[CH3:23][O:24][C:25](=[O:31])[CH2:26][CH2:27][C:28](O)=[O:29]. (2) Given the product [C:1]([N:4]1[C:13]2[C:8](=[CH:9][C:10]([C:14]3[CH:19]=[CH:18][C:17]([CH2:20][C:21]([OH:23])=[O:22])=[CH:16][CH:15]=3)=[CH:11][CH:12]=2)[C@H:7]([NH:26][C:27]([O:29][CH:30]([CH3:32])[CH3:31])=[O:28])[CH2:6][C@@H:5]1[CH3:33])(=[O:3])[CH3:2], predict the reactants needed to synthesize it. The reactants are: [C:1]([N:4]1[C:13]2[C:8](=[CH:9][C:10]([C:14]3[CH:19]=[CH:18][C:17]([CH2:20][C:21]([O:23]CC)=[O:22])=[CH:16][CH:15]=3)=[CH:11][CH:12]=2)[C@H:7]([NH:26][C:27]([O:29][CH:30]([CH3:32])[CH3:31])=[O:28])[CH2:6][C@@H:5]1[CH3:33])(=[O:3])[CH3:2].[OH-].[Na+]. (3) Given the product [C:1]([O:13][C:10]1[CH:11]=[CH:12][C:7]([F:6])=[CH:8][CH:9]=1)(=[O:4])[CH:2]=[CH2:3], predict the reactants needed to synthesize it. The reactants are: [C:1](Cl)(=[O:4])[CH:2]=[CH2:3].[F:6][C:7]1[CH:12]=[CH:11][C:10]([OH:13])=[CH:9][CH:8]=1.C(N(CC)CC)C. (4) Given the product [Cl:1][C:2]1[N:7]=[CH:6][C:5]([CH2:8][N:9]([CH2:19][CH2:20][Cl:24])[CH2:10][C:11]2[CH:16]=[CH:15][C:14]([O:17][CH3:18])=[CH:13][CH:12]=2)=[CH:4][CH:3]=1, predict the reactants needed to synthesize it. The reactants are: [Cl:1][C:2]1[N:7]=[CH:6][C:5]([CH2:8][N:9]([CH:19](O)[CH3:20])[CH2:10][C:11]2[CH:16]=[CH:15][C:14]([O:17][CH3:18])=[CH:13][CH:12]=2)=[CH:4][CH:3]=1.S(Cl)([Cl:24])=O.C(=O)([O-])[O-].[Na+].[Na+].